From a dataset of Catalyst prediction with 721,799 reactions and 888 catalyst types from USPTO. Predict which catalyst facilitates the given reaction. (1) The catalyst class is: 8. Product: [Br:1][C:2]1[CH:7]=[CH:6][C:5]([C:8]([C:9]2[CH:10]=[CH:11][NH:12][N:19]=2)([CH3:17])[CH3:16])=[CH:4][CH:3]=1. Reactant: [Br:1][C:2]1[CH:7]=[CH:6][C:5]([C:8]([CH3:17])([CH3:16])[C:9](=O)/[CH:10]=[CH:11]/[N:12](C)C)=[CH:4][CH:3]=1.O.[NH2:19]N. (2) Reactant: [C:1]1([OH:7])[CH:6]=[CH:5][CH:4]=[CH:3][CH:2]=1.[CH3:8][Al:9](C)C. Product: [O-:7][C:1]1[CH:6]=[CH:5][CH:4]=[CH:3][CH:2]=1.[O-:7][C:1]1[CH:6]=[CH:5][CH:4]=[CH:3][CH:2]=1.[CH3:8][Al+2:9]. The catalyst class is: 81. (3) Reactant: [C:1]([NH:8][O:9][CH2:10][C:11]([OH:13])=[O:12])([O:3][C:4]([CH3:7])([CH3:6])[CH3:5])=[O:2]. Product: [C:1]([NH:8][O:9][CH2:10][C:11]([O:13][C:11](=[O:12])[CH2:10][O:9][NH:8][C:1]([O:3][C:4]([CH3:6])([CH3:5])[CH3:7])=[O:2])=[O:12])([O:3][C:4]([CH3:7])([CH3:6])[CH3:5])=[O:2]. The catalyst class is: 152. (4) Reactant: [Cl:1][C:2]1[CH:3]=[C:4]([O:11][C@@H:12]([C@H:14]2[CH2:18][N:17]([C@@H:19]([C:21]3[CH:26]=[CH:25][C:24]([O:27][CH3:28])=[CH:23][CH:22]=3)[CH3:20])[C:16](=[O:29])[CH2:15]2)[CH3:13])[C:5]2[N:6]([N:8]=[CH:9][CH:10]=2)[CH:7]=1.[I:30]N1C(=O)CCC1=O. Product: [Cl:1][C:2]1[CH:3]=[C:4]([O:11][C@@H:12]([C@H:14]2[CH2:18][N:17]([C@@H:19]([C:21]3[CH:22]=[CH:23][C:24]([O:27][CH3:28])=[CH:25][CH:26]=3)[CH3:20])[C:16](=[O:29])[CH2:15]2)[CH3:13])[C:5]2[N:6]([N:8]=[CH:9][C:10]=2[I:30])[CH:7]=1. The catalyst class is: 291. (5) Reactant: [Cl:1][C:2]1[CH:32]=[CH:31][C:5]([CH2:6][CH2:7][NH:8][C:9]([C:11]2[CH:29]=[CH:28][C:14]([O:15][C:16]3[CH:21]=[CH:20][C:19]([CH2:22][C:23]([O:25][CH3:26])=[O:24])=[CH:18][C:17]=3[F:27])=[C:13](N)[CH:12]=2)=[O:10])=[CH:4][CH:3]=1. Product: [Cl:1][C:2]1[CH:3]=[CH:4][C:5]([CH2:6][CH2:7][NH:8][C:9]([C:11]2[CH:29]=[CH:28][C:14]([O:15][C:16]3[CH:21]=[CH:20][C:19]([CH2:22][C:23]([O:25][CH3:26])=[O:24])=[CH:18][C:17]=3[F:27])=[CH:13][CH:12]=2)=[O:10])=[CH:31][CH:32]=1. The catalyst class is: 39. (6) Reactant: [H-].[Na+].[CH2:3]([O:5][C:6]([CH:8]1[CH:17]2[CH:12]([CH2:13][CH2:14][CH2:15][CH2:16]2)[C:11](=[O:18])[CH2:10][C:9]1=[O:19])=[O:7])[CH3:4].[F:20][C:21]([F:32])([F:31])[C:22]1[CH:27]=[CH:26][CH:25]=[C:24]([N:28]=[C:29]=[O:30])[CH:23]=1. Product: [CH2:3]([O:5][C:6]([CH:8]1[CH:17]2[CH:12]([CH2:13][CH2:14][CH2:15][CH2:16]2)[C:11](=[O:18])[CH:10]([C:29](=[O:30])[NH:28][C:24]2[CH:25]=[CH:26][CH:27]=[C:22]([C:21]([F:20])([F:32])[F:31])[CH:23]=2)[C:9]1=[O:19])=[O:7])[CH3:4]. The catalyst class is: 1. (7) Reactant: [F:1][C:2]1[C:3]([O:29]CC2C=CC=CC=2)=[C:4]([C:8]2[N:13]([CH2:14][CH2:15][C:16]3[CH:21]=[CH:20][CH:19]=[CH:18][CH:17]=3)[C:12](=[O:22])[C:11]([C:23]3[S:24][CH:25]=[CH:26][CH:27]=3)=[C:10]([CH3:28])[N:9]=2)[CH:5]=[CH:6][CH:7]=1.Br. Product: [F:1][C:2]1[C:3]([OH:29])=[C:4]([C:8]2[N:13]([CH2:14][CH2:15][C:16]3[CH:21]=[CH:20][CH:19]=[CH:18][CH:17]=3)[C:12](=[O:22])[C:11]([C:23]3[S:24][CH:25]=[CH:26][CH:27]=3)=[C:10]([CH3:28])[N:9]=2)[CH:5]=[CH:6][CH:7]=1. The catalyst class is: 86.